This data is from Full USPTO retrosynthesis dataset with 1.9M reactions from patents (1976-2016). The task is: Predict the reactants needed to synthesize the given product. (1) The reactants are: [H-].[Na+].[C:3]([C:5]1[CH:10]=[CH:9][C:8]([NH:11][C:12](=[O:18])[O:13][C:14]([CH3:17])([CH3:16])[CH3:15])=[CH:7][CH:6]=1)#[N:4].Cl.ClCC[C:23]1[NH:24][CH:25]=[CH:26][CH:27]=1.[Cl-].[NH4+].[C:30](OCC)(=O)[CH3:31]. Given the product [C:3]([C:5]1[CH:6]=[CH:7][C:8]([N:11]([CH2:30][CH2:31][N:24]2[CH2:23][CH2:27][CH2:26][CH2:25]2)[C:12](=[O:18])[O:13][C:14]([CH3:15])([CH3:17])[CH3:16])=[CH:9][CH:10]=1)#[N:4], predict the reactants needed to synthesize it. (2) Given the product [Cl:1][C:2]1[CH:10]=[CH:9][CH:8]=[C:7]([F:11])[C:3]=1[C:4]([NH:21][CH2:20][CH:19]([C:16]1[CH:15]=[CH:14][C:13]([Cl:12])=[CH:18][CH:17]=1)[CH:22]1[CH2:23][CH2:24][O:25][CH2:26][CH2:27]1)=[O:6], predict the reactants needed to synthesize it. The reactants are: [Cl:1][C:2]1[CH:10]=[CH:9][CH:8]=[C:7]([F:11])[C:3]=1[C:4]([OH:6])=O.[Cl:12][C:13]1[CH:18]=[CH:17][C:16]([CH:19]([CH:22]2[CH2:27][CH2:26][O:25][CH2:24][CH2:23]2)[CH2:20][NH2:21])=[CH:15][CH:14]=1. (3) The reactants are: [Cl:1][C:2]1[CH:7]=[C:6]([CH3:8])[CH:5]=[CH:4][C:3]=1[OH:9].[N:10]([O-:12])=[O:11].[Na+].C(OC(C)C)(C)C.S(=O)(=O)(O)O. Given the product [Cl:1][C:2]1[CH:7]=[C:6]([CH3:8])[CH:5]=[C:4]([N+:10]([O-:12])=[O:11])[C:3]=1[OH:9], predict the reactants needed to synthesize it. (4) Given the product [NH:8]1[C:9]2[C:5](=[CH:4][CH:3]=[C:2]([O:1][CH2:18][C:19]([OH:21])=[O:20])[CH:10]=2)[CH:6]=[CH:7]1, predict the reactants needed to synthesize it. The reactants are: [OH:1][C:2]1[CH:10]=[C:9]2[C:5]([CH:6]=[CH:7][NH:8]2)=[CH:4][CH:3]=1.C([O-])([O-])=O.[K+].[K+].Br[CH2:18][C:19]([O:21]C(C)(C)C)=[O:20].N#N. (5) Given the product [CH2:15]([O:17][C:18]([C:20]1[CH:25]=[C:24]([C:6]#[N:7])[CH:23]=[C:22]([C:27]([F:30])([F:29])[F:28])[N:21]=1)=[O:19])[CH3:16], predict the reactants needed to synthesize it. The reactants are: C(OC([C:6]1C=C(C#N)C=C(C)[N:7]=1)=O)C.[CH2:15]([O:17][C:18]([C:20]1[CH:25]=[C:24](Br)[CH:23]=[C:22]([C:27]([F:30])([F:29])[F:28])[N:21]=1)=[O:19])[CH3:16]. (6) Given the product [Cl:1][C:2]1[N:7]=[C:6]([CH3:8])[C:5]([Cl:10])=[CH:4][N:3]=1, predict the reactants needed to synthesize it. The reactants are: [Cl:1][C:2]1[N:7]=[C:6]([CH3:8])[C:5](F)=[CH:4][N:3]=1.[Cl:10]C1N=C(Cl)C(F)=CN=1. (7) Given the product [C:5](=[O:1])([OH:7])[O-:6].[Mg+2:2].[C:5](=[O:1])([OH:7])[O-:6], predict the reactants needed to synthesize it. The reactants are: [O-2:1].[Mg+2:2].[O-2].[Ca+2].[C:5](=[O:7])=[O:6]. (8) Given the product [Cl-:7].[C:11]1([CH2:10][CH2:9][CH2:8][N+:4]2[CH:5]=[CH:6][N:2]([CH3:1])[CH:3]=2)[CH:16]=[CH:15][CH:14]=[CH:13][CH:12]=1, predict the reactants needed to synthesize it. The reactants are: [CH3:1][N:2]1[CH:6]=[CH:5][N:4]=[CH:3]1.[Cl:7][CH2:8][CH2:9][CH2:10][C:11]1[CH:16]=[CH:15][CH:14]=[CH:13][CH:12]=1. (9) Given the product [NH2:1][C:2]1[C:11]2[C:6](=[C:7]([C:24]3[CH:23]=[CH:22][C:21]([O:20][CH3:19])=[CH:26][C:25]=3[O:27][CH3:28])[CH:8]=[CH:9][CH:10]=2)[N:5]=[N:4][C:3]=1[C:13]([NH:15][CH:16]1[CH2:18][CH2:17]1)=[O:14], predict the reactants needed to synthesize it. The reactants are: [NH2:1][C:2]1[C:11]2[C:6](=[C:7](Br)[CH:8]=[CH:9][CH:10]=2)[N:5]=[N:4][C:3]=1[C:13]([NH:15][CH:16]1[CH2:18][CH2:17]1)=[O:14].[CH3:19][O:20][C:21]1[CH:26]=[C:25]([O:27][CH3:28])[CH:24]=[CH:23][C:22]=1B(O)O.